Dataset: Full USPTO retrosynthesis dataset with 1.9M reactions from patents (1976-2016). Task: Predict the reactants needed to synthesize the given product. (1) The reactants are: [OH:1][N:2]1[C:6](=[O:7])[CH2:5][CH2:4][C:3]1=[O:8].[O:9]=[C:10]1[CH:14]=[CH:13][C:12](=[O:15])[N:11]1[CH2:16][CH2:17][C:18](=[O:73])[NH:19][CH2:20][CH2:21][O:22][CH2:23][CH2:24][O:25][CH2:26][CH2:27][O:28][CH2:29][CH2:30][O:31][CH2:32][CH2:33][C:34](=[O:72])[NH:35][CH2:36][CH2:37][CH2:38][O:39][C:40]1[CH:71]=[CH:70][C:43]([C:44]([C:46]2[CH:51]=[CH:50][C:49]([NH:52][CH2:53][CH2:54][O:55][CH2:56][CH2:57][O:58][CH2:59][CH2:60][O:61][CH2:62][CH2:63][O:64][CH2:65][CH2:66][C:67](O)=[O:68])=[CH:48][CH:47]=2)=[O:45])=[CH:42][CH:41]=1.C(Cl)CCl. Given the product [O:9]=[C:10]1[CH:14]=[CH:13][C:12](=[O:15])[N:11]1[CH2:16][CH2:17][C:18](=[O:73])[NH:19][CH2:20][CH2:21][O:22][CH2:23][CH2:24][O:25][CH2:26][CH2:27][O:28][CH2:29][CH2:30][O:31][CH2:32][CH2:33][C:34](=[O:72])[NH:35][CH2:36][CH2:37][CH2:38][O:39][C:40]1[CH:41]=[CH:42][C:43]([C:44]([C:46]2[CH:51]=[CH:50][C:49]([NH:52][CH2:53][CH2:54][O:55][CH2:56][CH2:57][O:58][CH2:59][CH2:60][O:61][CH2:62][CH2:63][O:64][CH2:65][CH2:66][C:67]([O:1][N:2]3[C:6](=[O:7])[CH2:5][CH2:4][C:3]3=[O:8])=[O:68])=[CH:48][CH:47]=2)=[O:45])=[CH:70][CH:71]=1, predict the reactants needed to synthesize it. (2) The reactants are: [N:1]1([C:5](=O)[C@@H:6]([NH:10][C:11](=O)OC(C)(C)C)[CH:7]([CH3:9])[CH3:8])[CH2:4][CH2:3][CH2:2]1.[H-].[H-].[H-].[H-].[Li+].[Al+3].O.[OH-].[Na+]. Given the product [N:1]1([CH2:5][C@@H:6]([NH:10][CH3:11])[CH:7]([CH3:9])[CH3:8])[CH2:4][CH2:3][CH2:2]1, predict the reactants needed to synthesize it.